From a dataset of Reaction yield outcomes from USPTO patents with 853,638 reactions. Predict the reaction yield, written as a fraction of the theoretical maximum amount of product (1.0 means a 100% yield; for example, 0.34 means a 34% yield). (1) The reactants are [CH3:1][C:2]1[N:7]=[C:6]2[S:8][C:9]3[CH2:14][CH2:13][CH2:12][CH2:11][C:10]=3[C:5]2=[C:4]([C:15]2[CH:20]=[CH:19][C:18]([CH3:21])=[CH:17][CH:16]=2)[C:3]=1[CH2:22][C:23]([O:25][CH3:26])=[O:24].ClC1C(=O)C(C#N)=C(C#N)C(=O)C=1Cl. The catalyst is ClC1C=CC=CC=1Cl. The product is [CH3:1][C:2]1[N:7]=[C:6]2[S:8][C:9]3[CH:14]=[CH:13][CH:12]=[CH:11][C:10]=3[C:5]2=[C:4]([C:15]2[CH:20]=[CH:19][C:18]([CH3:21])=[CH:17][CH:16]=2)[C:3]=1[CH2:22][C:23]([O:25][CH3:26])=[O:24]. The yield is 0.560. (2) The reactants are C([O:3][P:4]([CH2:9][CH2:10][NH:11][C:12](=[O:39])[CH2:13][CH2:14][C:15]([CH3:38])=[CH:16][CH2:17][C:18]1[C:19]([O:31]CC[Si](C)(C)C)=[C:20]2[C:24](=[C:25]([CH3:29])[C:26]=1[O:27][CH3:28])[CH2:23][O:22][C:21]2=[O:30])(=[O:8])[O:5]CC)C.C[Si](Br)(C)C.N1C(C)=CC=CC=1C. The catalyst is C(#N)C. The product is [OH:31][C:19]1[C:18]([CH2:17][CH:16]=[C:15]([CH3:38])[CH2:14][CH2:13][C:12]([NH:11][CH2:10][CH2:9][P:4](=[O:3])([OH:8])[OH:5])=[O:39])=[C:26]([O:27][CH3:28])[C:25]([CH3:29])=[C:24]2[C:20]=1[C:21](=[O:30])[O:22][CH2:23]2. The yield is 0.290. (3) The reactants are [F:1][C:2]1[CH:3]=[C:4]([CH:7]=[CH:8][C:9]=1[CH2:10][OH:11])[C:5]#[N:6].Cl.[NH2:13][OH:14].C(=O)(O)[O-].[Na+]. The catalyst is CO. The product is [F:1][C:2]1[CH:3]=[C:4]([CH:7]=[CH:8][C:9]=1[CH2:10][OH:11])/[C:5](=[N:13]/[OH:14])/[NH2:6]. The yield is 0.900. (4) The reactants are [N:1]([C:4]1[CH:11]=[C:10]([CH3:12])[C:7]([C:8]#[N:9])=[C:6]([CH3:13])[N:5]=1)=[C:2]=S.C(N(CC)CC)C.Cl.Cl.[NH2:23][CH2:24][C:25]1([OH:33])[CH:30]2[CH2:31][CH2:32][N:27]([CH2:28][CH2:29]2)[CH2:26]1.C(N=C=NC(C)C)(C)C. The catalyst is CN(C)C=O. The product is [N:27]12[CH2:32][CH2:31][CH:30]([CH2:29][CH2:28]1)[C@@:25]1([O:33][C:2]([NH:1][C:4]3[CH:11]=[C:10]([CH3:12])[C:7]([C:8]#[N:9])=[C:6]([CH3:13])[N:5]=3)=[N:23][CH2:24]1)[CH2:26]2. The yield is 0.660. (5) The reactants are [H-].[Na+].O1CCCC1.[OH:8][CH2:9][CH2:10][N:11]1[CH2:16][CH2:15][O:14][CH2:13][CH2:12]1.[CH2:17]([Sn:21]([CH2:28][CH2:29][CH2:30][CH3:31])([CH2:24][CH2:25][CH2:26][CH3:27])[CH2:22]I)[CH2:18][CH2:19][CH3:20]. The catalyst is O.C(OCC)(=O)C. The product is [CH2:17]([Sn:21]([CH2:22][O:8][CH2:9][CH2:10][N:11]1[CH2:16][CH2:15][O:14][CH2:13][CH2:12]1)([CH2:24][CH2:25][CH2:26][CH3:27])[CH2:28][CH2:29][CH2:30][CH3:31])[CH2:18][CH2:19][CH3:20]. The yield is 0.850. (6) The yield is 0.980. The reactants are [Cl:1][CH2:2][CH2:3][O:4][CH2:5][CH2:6][OH:7].C1(C)C=CC(S([O-])(=O)=O)=CC=1.[NH+]1C=CC=CC=1.[O:25]1[CH:30]=[CH:29][CH2:28][CH2:27][CH2:26]1. The product is [Cl:1][CH2:2][CH2:3][O:4][CH2:5][CH2:6][O:7][CH:26]1[CH2:27][CH2:28][CH2:29][CH2:30][O:25]1. The catalyst is C(Cl)Cl. (7) The reactants are [Br:1][C:2]1[CH:7]=[CH:6][C:5]([C:8]2[CH:13]=[CH:12][C:11]([C:14]([C:16]3[CH:21]=[CH:20][CH:19]=[CH:18][CH:17]=3)=[O:15])=[CH:10][CH:9]=2)=[CH:4][CH:3]=1.[CH3:22][C:23]([CH3:28])([CH2:26]O)[CH2:24][OH:25].CC1C=CC(S(O)(=O)=O)=CC=1. The yield is 0.718. The product is [Br:1][C:2]1[CH:3]=[CH:4][C:5]([C:8]2[CH:13]=[CH:12][C:11]([C:14]3([C:16]4[CH:17]=[CH:18][CH:19]=[CH:20][CH:21]=4)[O:25][CH2:24][C:23]([CH3:28])([CH3:26])[CH2:22][O:15]3)=[CH:10][CH:9]=2)=[CH:6][CH:7]=1. The catalyst is C1(C)C=CC=CC=1. (8) The reactants are [C:1]([O:5][C:6](=[O:16])[NH:7][CH2:8][CH2:9][N:10]1[CH:14]=[C:13]([NH2:15])[N:12]=[CH:11]1)([CH3:4])([CH3:3])[CH3:2].[F:17][C:18]([F:29])([F:28])[C:19]1[CH:20]=[C:21]([N:25]=[C:26]=[O:27])[CH:22]=[CH:23][CH:24]=1. The catalyst is ClCCl. The product is [C:1]([O:5][C:6](=[O:16])[NH:7][CH2:8][CH2:9][N:10]1[CH:14]=[C:13]([NH:15][C:26]([NH:25][C:21]2[CH:22]=[CH:23][CH:24]=[C:19]([C:18]([F:17])([F:28])[F:29])[CH:20]=2)=[O:27])[N:12]=[CH:11]1)([CH3:4])([CH3:2])[CH3:3]. The yield is 0.750.